Predict the reactants needed to synthesize the given product. From a dataset of Full USPTO retrosynthesis dataset with 1.9M reactions from patents (1976-2016). Given the product [C:9]([O:13][C:14]([N:16]1[CH2:21][CH2:20][CH:19]([NH:8][C:5]2[CH:6]=[CH:7][C:2]([Br:1])=[CH:3][CH:4]=2)[CH2:18][CH2:17]1)=[O:15])([CH3:12])([CH3:10])[CH3:11], predict the reactants needed to synthesize it. The reactants are: [Br:1][C:2]1[CH:7]=[CH:6][C:5]([NH2:8])=[CH:4][CH:3]=1.[C:9]([O:13][C:14]([N:16]1[CH2:21][CH2:20][C:19](=O)[CH2:18][CH2:17]1)=[O:15])([CH3:12])([CH3:11])[CH3:10].